This data is from Peptide-MHC class I binding affinity with 185,985 pairs from IEDB/IMGT. The task is: Regression. Given a peptide amino acid sequence and an MHC pseudo amino acid sequence, predict their binding affinity value. This is MHC class I binding data. (1) The MHC is HLA-A03:01 with pseudo-sequence HLA-A03:01. The binding affinity (normalized) is 0.757. The peptide sequence is SILASSLLK. (2) The peptide sequence is AAGLPAIFV. The MHC is HLA-B27:05 with pseudo-sequence HLA-B27:05. The binding affinity (normalized) is 0.0847. (3) The peptide sequence is RVLGRVLPY. The MHC is HLA-B48:01 with pseudo-sequence HLA-B48:01. The binding affinity (normalized) is 0.0847. (4) The peptide sequence is TKDAERGKL. The MHC is HLA-A30:01 with pseudo-sequence HLA-A30:01. The binding affinity (normalized) is 0.0847. (5) The peptide sequence is KFRDLLFKL. The MHC is H-2-Db with pseudo-sequence H-2-Db. The binding affinity (normalized) is 0.